Dataset: Peptide-MHC class II binding affinity with 134,281 pairs from IEDB. Task: Regression. Given a peptide amino acid sequence and an MHC pseudo amino acid sequence, predict their binding affinity value. This is MHC class II binding data. The peptide sequence is KCKYPEGTKVTFHVE. The MHC is HLA-DQA10201-DQB10202 with pseudo-sequence HLA-DQA10201-DQB10202. The binding affinity (normalized) is 0.